Task: Predict the reaction yield, written as a fraction of the theoretical maximum amount of product (1.0 means a 100% yield; for example, 0.34 means a 34% yield).. Dataset: Reaction yield outcomes from USPTO patents with 853,638 reactions (1) The reactants are [C:1]([O:5][C:6]([N:8]1[CH2:13][CH2:12][CH:11]([C:14]2[N:15]([CH2:20][CH2:21][N:22]3[CH2:25][CH2:24][CH2:23]3)[CH:16]=[C:17](Br)[N:18]=2)[CH2:10][CH2:9]1)=[O:7])([CH3:4])([CH3:3])[CH3:2].[F:26][C:27]1[CH:32]=[CH:31][C:30](B(O)O)=[CH:29][C:28]=1[CH3:36].C([O-])([O-])=O.[Cs+].[Cs+]. The catalyst is CC(C)([P](C(C)(C)C)([Pd][P](C(C)(C)C)(C(C)(C)C)C(C)(C)C)C(C)(C)C)C.O. The product is [C:1]([O:5][C:6]([N:8]1[CH2:13][CH2:12][CH:11]([C:14]2[N:15]([CH2:20][CH2:21][N:22]3[CH2:25][CH2:24][CH2:23]3)[CH:16]=[C:17]([C:30]3[CH:31]=[CH:32][C:27]([F:26])=[C:28]([CH3:36])[CH:29]=3)[N:18]=2)[CH2:10][CH2:9]1)=[O:7])([CH3:4])([CH3:3])[CH3:2]. The yield is 0.990. (2) The reactants are [Cl:1][C:2]1[CH:3]=[CH:4][C:5]([NH2:9])=[C:6]([OH:8])[CH:7]=1.[C:10](N1C=CN=C1)(=[O:12])[CH3:11]. The catalyst is C1COCC1. The product is [Cl:1][C:2]1[CH:3]=[CH:4][C:5]([NH:9][C:10](=[O:12])[CH3:11])=[C:6]([OH:8])[CH:7]=1. The yield is 0.940. (3) The reactants are [Cl:1][C:2]([F:11])([F:10])[C:3](=O)/[CH:4]=[CH:5]/OCC.C[N:13](C)[CH:14]=[CH:15][C:16]#[N:17].C([O-])(=O)C.[NH4+].O. The catalyst is C1(C)C=CC=CC=1. The product is [Cl:1][C:2]([F:10])([F:11])[C:3]1[CH:4]=[CH:5][C:15]([C:16]#[N:17])=[CH:14][N:13]=1. The yield is 0.410. (4) The reactants are [CH3:1][C:2]1[O:6][C:5]([C:7]2[CH:12]=[CH:11][CH:10]=[CH:9][CH:8]=2)=[N:4][C:3]=1[CH2:13][O:14][C:15]1[CH:16]=[C:17]([CH:30]=[CH:31][CH:32]=1)[CH2:18][S:19][C:20]1[CH:21]=[C:22]([CH:27]=[CH:28][CH:29]=1)[C:23](OC)=[O:24].O1CCCC1.[H-].[Al+3].[Li+].[H-].[H-].[H-].Cl. The catalyst is O. The product is [CH3:1][C:2]1[O:6][C:5]([C:7]2[CH:8]=[CH:9][CH:10]=[CH:11][CH:12]=2)=[N:4][C:3]=1[CH2:13][O:14][C:15]1[CH:16]=[C:17]([CH:30]=[CH:31][CH:32]=1)[CH2:18][S:19][C:20]1[CH:21]=[C:22]([CH:27]=[CH:28][CH:29]=1)[CH:23]=[O:24]. The yield is 0.760. (5) The reactants are [Cl:1][C:2]1[CH:10]=[CH:9][C:5]([C:6](O)=[O:7])=[C:4]([OH:11])[CH:3]=1. The catalyst is C1COCC1. The product is [Cl:1][C:2]1[CH:10]=[CH:9][C:5]([CH2:6][OH:7])=[C:4]([OH:11])[CH:3]=1. The yield is 0.630. (6) The reactants are Cl[C:2]([O:4][C:5]1[CH:10]=[CH:9][CH:8]=[CH:7][CH:6]=1)=[O:3].[F:11][C:12]1[CH:17]=[CH:16][CH:15]=[CH:14][C:13]=1[NH:18][C:19]1[O:23][C:22]([C:24]([NH:26][C:27]2[CH:28]=[N:29][C:30]([N:33]3[CH2:38][CH2:37][NH:36][CH2:35][CH2:34]3)=[CH:31][CH:32]=2)=[O:25])=[N:21][N:20]=1.C(N(CC)CC)C. The catalyst is CN(C=O)C. The product is [F:11][C:12]1[CH:17]=[CH:16][CH:15]=[CH:14][C:13]=1[NH:18][C:19]1[O:23][C:22]([C:24]([NH:26][C:27]2[CH:32]=[CH:31][C:30]([N:33]3[CH2:38][CH2:37][N:36]([C:2]([O:4][C:5]4[CH:10]=[CH:9][CH:8]=[CH:7][CH:6]=4)=[O:3])[CH2:35][CH2:34]3)=[N:29][CH:28]=2)=[O:25])=[N:21][N:20]=1. The yield is 0.310. (7) The reactants are [CH3:1][N:2]1[CH:6]=[C:5]([C:7]2[N:12]=[C:11]([C:13]3[C:14]([CH3:18])=[N:15][NH:16][CH:17]=3)[N:10]3[CH:19]=[CH:20][N:21]=[C:9]3[CH:8]=2)[CH:4]=[N:3]1.[C:22](#[N:25])[CH:23]=[CH2:24].C(#N)C.C1CCN2C(=NCCC2)CC1. The catalyst is C(Cl)Cl. The product is [CH3:18][C:14]1[C:13]([C:11]2[N:10]3[CH:19]=[CH:20][N:21]=[C:9]3[CH:8]=[C:7]([C:5]3[CH:4]=[N:3][N:2]([CH3:1])[CH:6]=3)[N:12]=2)=[CH:17][N:16]([CH2:24][CH2:23][C:22]#[N:25])[N:15]=1. The yield is 0.170. (8) The reactants are [N:1]1([C@@H:6]2[CH2:10][CH2:9][C@H:8](O)[CH2:7]2)[CH:5]=[CH:4][CH:3]=[N:2]1.[C:12]1(=[O:22])[NH:16][C:15](=[O:17])[C:14]2=[CH:18][CH:19]=[CH:20][CH:21]=[C:13]12.CC(OC(/N=N/C(OC(C)C)=O)=O)C.C1(P(C2C=CC=CC=2)C2C=CC=CC=2)C=CC=CC=1. The catalyst is C1COCC1.O. The product is [N:1]1([C@H:6]2[CH2:10][CH2:9][C@H:8]([N:16]3[C:15](=[O:17])[C:14]4=[CH:18][CH:19]=[CH:20][CH:21]=[C:13]4[C:12]3=[O:22])[CH2:7]2)[CH:5]=[CH:4][CH:3]=[N:2]1. The yield is 0.520. (9) The reactants are [Cl:1][C:2]1[CH:3]=[C:4]([S:9]([CH:12]2[CH2:17][CH2:16][NH:15][CH2:14][CH2:13]2)(=[O:11])=[O:10])[CH:5]=[CH:6][C:7]=1[Cl:8].Cl[C:19]1[C:24]([N+:25]([O-:27])=[O:26])=[CH:23][CH:22]=[CH:21][N:20]=1. No catalyst specified. The product is [Cl:1][C:2]1[CH:3]=[C:4]([S:9]([CH:12]2[CH2:17][CH2:16][N:15]([C:19]3[C:24]([N+:25]([O-:27])=[O:26])=[CH:23][CH:22]=[CH:21][N:20]=3)[CH2:14][CH2:13]2)(=[O:11])=[O:10])[CH:5]=[CH:6][C:7]=1[Cl:8]. The yield is 0.740.